This data is from Peptide-MHC class II binding affinity with 134,281 pairs from IEDB. The task is: Regression. Given a peptide amino acid sequence and an MHC pseudo amino acid sequence, predict their binding affinity value. This is MHC class II binding data. (1) The peptide sequence is KKEEKKESGDAASGA. The MHC is HLA-DQA10102-DQB10602 with pseudo-sequence HLA-DQA10102-DQB10602. The binding affinity (normalized) is 0. (2) The peptide sequence is EKKYFAITQFEPLAA. The MHC is HLA-DQA10301-DQB10302 with pseudo-sequence HLA-DQA10301-DQB10302. The binding affinity (normalized) is 0.508. (3) The peptide sequence is TFKVAATAANAAPAN. The MHC is DRB1_1001 with pseudo-sequence DRB1_1001. The binding affinity (normalized) is 0.672. (4) The peptide sequence is KQELDEISTNIRQAG. The MHC is DRB3_0101 with pseudo-sequence DRB3_0101. The binding affinity (normalized) is 0.0301. (5) The peptide sequence is HTSVEADVDAALEVL. The MHC is HLA-DPA10103-DPB10401 with pseudo-sequence HLA-DPA10103-DPB10401. The binding affinity (normalized) is 0.227. (6) The peptide sequence is LISDNLLMKNKIREL. The MHC is DRB1_0101 with pseudo-sequence DRB1_0101. The binding affinity (normalized) is 0.431. (7) The peptide sequence is PTPLAKEDFLRCLVK. The MHC is HLA-DQA10104-DQB10503 with pseudo-sequence HLA-DQA10104-DQB10503. The binding affinity (normalized) is 0.0351.